Binary Classification. Given a T-cell receptor sequence (or CDR3 region) and an epitope sequence, predict whether binding occurs between them. From a dataset of TCR-epitope binding with 47,182 pairs between 192 epitopes and 23,139 TCRs. (1) The epitope is TSDLATNNLVVMAY. The TCR CDR3 sequence is CASSLGAGQGYEQYF. Result: 0 (the TCR does not bind to the epitope). (2) The epitope is KEIDRLNEV. The TCR CDR3 sequence is CASSYPMGANEKLFF. Result: 0 (the TCR does not bind to the epitope).